From a dataset of Full USPTO retrosynthesis dataset with 1.9M reactions from patents (1976-2016). Predict the reactants needed to synthesize the given product. Given the product [CH3:22][N:11]([CH2:10][C:2]1[N:3]([CH2:27][C:26]2[CH:29]=[CH:30][CH:31]=[CH:32][C:25]=2[C:23]#[N:24])[C:4]2[CH:9]=[CH:8][CH:7]=[CH:6][C:5]=2[N:1]=1)[CH:12]1[C:21]2[N:20]=[CH:19][CH:18]=[CH:17][C:16]=2[CH2:15][CH2:14][CH2:13]1, predict the reactants needed to synthesize it. The reactants are: [NH:1]1[C:5]2[CH:6]=[CH:7][CH:8]=[CH:9][C:4]=2[N:3]=[C:2]1[CH2:10][N:11]([CH3:22])[CH:12]1[C:21]2[N:20]=[CH:19][CH:18]=[CH:17][C:16]=2[CH2:15][CH2:14][CH2:13]1.[C:23]([C:25]1[CH:32]=[CH:31][CH:30]=[CH:29][C:26]=1[CH2:27]Br)#[N:24].CN(CC1N(CC2C=NC=CC=2)C2C=CC=CC=2N=1)C1C2N=CC=CC=2CCC1.